Dataset: Catalyst prediction with 721,799 reactions and 888 catalyst types from USPTO. Task: Predict which catalyst facilitates the given reaction. (1) Reactant: [CH3:1][NH:2][C@@H:3]1[C:8]2[CH:9]=[CH:10][CH:11]=[CH:12][C:7]=2[C@H:6]([C:13]2[CH:14]=[CH:15][C:16]([Cl:20])=[C:17]([Cl:19])[CH:18]=2)[CH2:5][CH2:4]1.C(O)(=O)C.C[Si](C)(C)[Cl:27]. Product: [CH3:1][NH:2][C@@H:3]1[C:8]2[CH:9]=[CH:10][CH:11]=[CH:12][C:7]=2[C@H:6]([C:13]2[CH:14]=[CH:15][C:16]([Cl:20])=[C:17]([Cl:19])[CH:18]=2)[CH2:5][CH2:4]1.[ClH:27]. The catalyst class is: 41. (2) Product: [CH2:29]([O:28][C:26](=[O:27])[CH2:25][C:11]1[CH:12]=[C:13]([C:15]2[CH:16]=[CH:17][C:18]([C:21]([F:23])([F:22])[F:24])=[CH:19][CH:20]=2)[CH:14]=[C:9]([OH:8])[CH:10]=1)[CH3:30]. Reactant: C([O:8][C:9]1[CH:10]=[C:11]([CH2:25][C:26]([OH:28])=[O:27])[CH:12]=[C:13]([C:15]2[CH:20]=[CH:19][C:18]([C:21]([F:24])([F:23])[F:22])=[CH:17][CH:16]=2)[CH:14]=1)C1C=CC=CC=1.[CH3:29][CH2:30]O. The catalyst class is: 45. (3) Product: [F:1][C:2]1[C:3]([CH2:17][NH2:18])=[CH:4][C:5]2[N:9]=[CH:8][N:7]([CH:10]3[CH2:15][CH2:14][CH2:13][CH2:12][O:11]3)[C:6]=2[CH:16]=1. The catalyst class is: 834. Reactant: [F:1][C:2]1[C:3]([C:17]#[N:18])=[CH:4][C:5]2[N:9]=[CH:8][N:7]([CH:10]3[CH2:15][CH2:14][CH2:13][CH2:12][O:11]3)[C:6]=2[CH:16]=1. (4) Reactant: Cl[C:2]1[C:3]2[C:4](=[C:8]([C:18]3[CH:23]=[CH:22][C:21]([Cl:24])=[CH:20][CH:19]=3)[N:9]([C:11]3[CH:16]=[CH:15][CH:14]=[CH:13][C:12]=3[Cl:17])[N:10]=2)[N:5]=[CH:6][N:7]=1.[CH2:25]([OH:27])[CH3:26].[H-].[Na+]. Product: [Cl:24][C:21]1[CH:22]=[CH:23][C:18]([C:8]2[N:9]([C:11]3[CH:16]=[CH:15][CH:14]=[CH:13][C:12]=3[Cl:17])[N:10]=[C:3]3[C:2]([O:27][CH2:25][CH3:26])=[N:7][CH:6]=[N:5][C:4]=23)=[CH:19][CH:20]=1. The catalyst class is: 7. (5) Reactant: [Cl:1][C:2]1[CH:3]=[C:4]([C:8]2[CH:9]=[C:10]3[C:15](=[O:16])[NH:14][CH2:13][CH:12]([CH2:17][C:18]([O:20]CC)=[O:19])[N:11]3[C:23]=2[C:24]2[CH:29]=[CH:28][CH:27]=[CH:26][CH:25]=2)[CH:5]=[CH:6][CH:7]=1.[OH-].[Li+]. Product: [Cl:1][C:2]1[CH:3]=[C:4]([C:8]2[CH:9]=[C:10]3[C:15](=[O:16])[NH:14][CH2:13][CH:12]([CH2:17][C:18]([OH:20])=[O:19])[N:11]3[C:23]=2[C:24]2[CH:29]=[CH:28][CH:27]=[CH:26][CH:25]=2)[CH:5]=[CH:6][CH:7]=1. The catalyst class is: 252.